Dataset: HIV replication inhibition screening data with 41,000+ compounds from the AIDS Antiviral Screen. Task: Binary Classification. Given a drug SMILES string, predict its activity (active/inactive) in a high-throughput screening assay against a specified biological target. (1) The compound is Cc1c(C#N)c(N)n(C2OC(CO)C(O)C(O)C2O)c(=S)c1C#N. The result is 0 (inactive). (2) The molecule is COC(=O)CCC(C)C1CCC2C3CCC4CC(O)CCC4(C)C3CCC12C. The result is 0 (inactive). (3) The drug is C=C1C2CCC3C45COC(O)(C(O)C4C(C)(C)C=CC5=O)C3(C2)C1OC(C)=O. The result is 0 (inactive). (4) The compound is N#CCCC(C#N)(C#N)CCC#N. The result is 0 (inactive). (5) The molecule is c1ccc2nn(C3CCCCO3)nc2c1. The result is 0 (inactive).